The task is: Predict the reaction yield, written as a fraction of the theoretical maximum amount of product (1.0 means a 100% yield; for example, 0.34 means a 34% yield).. This data is from Reaction yield outcomes from USPTO patents with 853,638 reactions. (1) The reactants are [NH2:1][CH2:2][CH2:3][CH2:4][CH2:5][CH2:6][C:7]([OH:9])=[O:8].[O:10](C(OC(C)(C)C)=O)[C:11]([O:13][C:14]([CH3:17])([CH3:16])[CH3:15])=O.C(N(CC)CC)C. The catalyst is CO. The product is [C:11]([NH:1][CH2:2][CH2:3][CH2:4][CH2:5][CH2:6][C:7]([OH:9])=[O:8])([O:13][C:14]([CH3:17])([CH3:16])[CH3:15])=[O:10]. The yield is 0.720. (2) The reactants are [F:1][C:2]1[CH:3]=[C:4]([CH2:9][CH2:10][CH2:11][NH2:12])[CH:5]=[C:6]([F:8])[CH:7]=1.[CH:13]1([C:20]2[CH:29]=[CH:28][C:23]3[NH:24][C:25](=[O:27])[O:26][C:22]=3[CH:21]=2)[CH2:18][CH2:17][C:16](=O)[CH2:15][CH2:14]1. No catalyst specified. The product is [F:1][C:2]1[CH:3]=[C:4]([CH2:9][CH2:10][CH2:11][NH:12][C@H:16]2[CH2:17][CH2:18][C@H:13]([C:20]3[CH:29]=[CH:28][C:23]4[NH:24][C:25](=[O:27])[O:26][C:22]=4[CH:21]=3)[CH2:14][CH2:15]2)[CH:5]=[C:6]([F:8])[CH:7]=1. The yield is 0.260. (3) The catalyst is C1COCC1. The product is [CH3:30][O:31][C:32](=[O:46])[CH2:33][CH2:34][CH2:35][CH2:36][CH2:37][C@H:38]([O:42][CH2:43][CH:44]=[CH2:45])[C:39](=[O:41])[NH:62][C:57]1[CH:58]=[CH:59][CH:60]=[CH:61][C:56]=1[NH:55][C:53](=[O:54])[C:52]1[CH:63]=[C:64]([CH:66]=[CH2:67])[CH:65]=[C:50]([O:49][CH3:48])[CH:51]=1. The yield is 0.770. The reactants are CCOP(ON1N=NC2C=CC=CC=2C1=O)(OCC)=O.CCN(C(C)C)C(C)C.[CH3:30][O:31][C:32](=[O:46])[CH2:33][CH2:34][CH2:35][CH2:36][CH2:37][C@H:38]([O:42][CH2:43][CH:44]=[CH2:45])[C:39]([OH:41])=O.[Cl-].[CH3:48][O:49][C:50]1[CH:51]=[C:52]([CH:63]=[C:64]([CH:66]=[CH2:67])[CH:65]=1)[C:53]([NH:55][C:56]1[CH:61]=[CH:60][CH:59]=[CH:58][C:57]=1[NH3+:62])=[O:54]. (4) The reactants are C[O:2][C:3]([C:5]1[S:9][C:8]2[CH:10]=[C:11]([O:14][CH3:15])[CH:12]=[CH:13][C:7]=2[CH:6]=1)=[O:4].[OH-].[Na+]. The catalyst is CO. The product is [CH3:15][O:14][C:11]1[CH:12]=[CH:13][C:7]2[CH:6]=[C:5]([C:3]([OH:4])=[O:2])[S:9][C:8]=2[CH:10]=1. The yield is 0.980.